Dataset: Full USPTO retrosynthesis dataset with 1.9M reactions from patents (1976-2016). Task: Predict the reactants needed to synthesize the given product. (1) Given the product [F:23][C:21]1[CH:22]=[C:17]([CH:18]=[C:19]([F:24])[CH:20]=1)[CH2:16][N:13]1[CH:14]=[CH:15][C:11]([C:10]2[C:4]3[C:5](=[N:6][CH:7]=[C:2]([C:44]4[CH:43]=[CH:42][C:41]([N:55]5[CH2:56][CH2:57][N:58]([C:61]([O:63][C:64]([CH3:65])([CH3:66])[CH3:67])=[O:62])[CH2:59][CH2:60]5)=[C:40]([NH:39][S:36]([CH3:35])(=[O:37])=[O:38])[CH:45]=4)[CH:3]=3)[N:8]([S:25]([C:28]3[CH:29]=[CH:30][C:31]([CH3:32])=[CH:33][CH:34]=3)(=[O:26])=[O:27])[CH:9]=2)=[N:12]1, predict the reactants needed to synthesize it. The reactants are: Br[C:2]1[CH:3]=[C:4]2[C:10]([C:11]3[CH:15]=[CH:14][N:13]([CH2:16][C:17]4[CH:22]=[C:21]([F:23])[CH:20]=[C:19]([F:24])[CH:18]=4)[N:12]=3)=[CH:9][N:8]([S:25]([C:28]3[CH:34]=[CH:33][C:31]([CH3:32])=[CH:30][CH:29]=3)(=[O:27])=[O:26])[C:5]2=[N:6][CH:7]=1.[CH3:35][S:36]([NH:39][C:40]1[CH:45]=[C:44](B2OC(C)(C)C(C)(C)O2)[CH:43]=[CH:42][C:41]=1[N:55]1[CH2:60][CH2:59][N:58]([C:61]([O:63][C:64]([CH3:67])([CH3:66])[CH3:65])=[O:62])[CH2:57][CH2:56]1)(=[O:38])=[O:37].C(=O)([O-])[O-].[Na+].[Na+]. (2) Given the product [C:1](/[C:3](/[C:8]([NH:7][C:10]1[CH:15]=[CH:14][C:13]([CH3:16])=[CH:12][CH:11]=1)=[O:9])=[C:4](/[NH:5][C:6](=[O:28])[C:17]1[CH:22]=[CH:21][C:20]([S:23][CH3:24])=[CH:19][CH:18]=1)\[S:25][CH3:26])#[N:2], predict the reactants needed to synthesize it. The reactants are: [C:1]([C:3]1[C:8](=[O:9])[N:7]([C:10]2[CH:15]=[CH:14][C:13]([CH3:16])=[CH:12][CH:11]=2)[C:6]([C:17]2[CH:22]=[CH:21][C:20]([S:23][CH3:24])=[CH:19][CH:18]=2)=[N:5][C:4]=1[S:25][CH3:26])#[N:2].C(=O)([O-])[O-:28].[K+].[K+]. (3) Given the product [CH3:18][N:4]1[C:3]([C:19]([N:21]2[CH2:26][CH2:25][CH:24]([N:27]3[CH2:31][CH2:30][CH2:29][CH2:28]3)[CH2:23][CH2:22]2)=[O:20])=[C:2]([C:36]2[CH:37]=[N:32][CH:33]=[N:34][CH:35]=2)[N:6]=[C:5]1[C:7]1[CH:12]=[CH:11][CH:10]=[C:9]([O:13][C:14]([F:17])([F:16])[F:15])[CH:8]=1, predict the reactants needed to synthesize it. The reactants are: I[C:2]1[N:6]=[C:5]([C:7]2[CH:12]=[CH:11][CH:10]=[C:9]([O:13][C:14]([F:17])([F:16])[F:15])[CH:8]=2)[N:4]([CH3:18])[C:3]=1[C:19]([N:21]1[CH2:26][CH2:25][CH:24]([N:27]2[CH2:31][CH2:30][CH2:29][CH2:28]2)[CH2:23][CH2:22]1)=[O:20].[N:32]1[CH:37]=[C:36](B(O)O)[CH:35]=[N:34][CH:33]=1.